From a dataset of Full USPTO retrosynthesis dataset with 1.9M reactions from patents (1976-2016). Predict the reactants needed to synthesize the given product. (1) Given the product [CH2:1]([O:8][C:9](=[O:38])[CH:10]([C:23]([CH2:27][CH2:28][CH2:29][NH2:30])([OH:26])[PH2:24]=[O:25])[CH2:11][CH2:12][C:13]([O:15][CH2:16][C:17]1[CH:22]=[CH:21][CH:20]=[CH:19][CH:18]=1)=[O:14])[C:2]1[CH:3]=[CH:4][CH:5]=[CH:6][CH:7]=1, predict the reactants needed to synthesize it. The reactants are: [CH2:1]([O:8][C:9](=[O:38])[CH:10]([C:23]([CH2:27][CH2:28][CH2:29][NH:30]C(OC(C)(C)C)=O)([OH:26])[PH2:24]=[O:25])[CH2:11][CH2:12][C:13]([O:15][CH2:16][C:17]1[CH:22]=[CH:21][CH:20]=[CH:19][CH:18]=1)=[O:14])[C:2]1[CH:7]=[CH:6][CH:5]=[CH:4][CH:3]=1.C(O)(C(F)(F)F)=O. (2) Given the product [C:20]1([C:2]2[CH:3]=[CH:4][C:5]3[N:6]([N:8]=[C:9]([NH:11][C:12](=[O:19])[C:13]4[CH:18]=[CH:17][CH:16]=[N:15][CH:14]=4)[N:10]=3)[CH:7]=2)[CH:25]=[CH:24][CH:23]=[CH:22][CH:21]=1, predict the reactants needed to synthesize it. The reactants are: Br[C:2]1[CH:3]=[CH:4][C:5]2[N:6]([N:8]=[C:9]([NH:11][C:12](=[O:19])[C:13]3[CH:18]=[CH:17][CH:16]=[N:15][CH:14]=3)[N:10]=2)[CH:7]=1.[C:20]1(B(O)O)[CH:25]=[CH:24][CH:23]=[CH:22][CH:21]=1. (3) Given the product [C:1]1([C:7]2[C:11]([CH2:12][CH2:13][CH3:14])=[C:10]([C:15]3[O:17][N:22]=[C:21]([C:23]4[CH:24]=[CH:25][C:26]([CH2:27][N:28]5[CH2:29][CH:30]([C:32]([O:34][C:35]([CH3:36])([CH3:38])[CH3:37])=[O:33])[CH2:31]5)=[CH:39][CH:40]=4)[N:20]=3)[O:9][N:8]=2)[CH:2]=[CH:3][CH:4]=[CH:5][CH:6]=1, predict the reactants needed to synthesize it. The reactants are: [C:1]1([C:7]2[C:11]([CH2:12][CH2:13][CH3:14])=[C:10]([C:15]([OH:17])=O)[O:9][N:8]=2)[CH:6]=[CH:5][CH:4]=[CH:3][CH:2]=1.[Li].O/[N:20]=[C:21](/[C:23]1[CH:40]=[CH:39][C:26]([CH2:27][N:28]2[CH2:31][CH:30]([C:32]([O:34][C:35]([CH3:38])([CH3:37])[CH3:36])=[O:33])[CH2:29]2)=[CH:25][CH:24]=1)\[NH2:22].C1C=CC2N(O)N=NC=2C=1.C(N(C(C)C)CC)(C)C.C(Cl)CCl. (4) Given the product [C:5]([OH:7])(=[O:6])[CH:3]([CH2:8][C:9]([OH:11])=[O:10])[OH:4], predict the reactants needed to synthesize it. The reactants are: C(O)(=O)C[C:3]([CH2:8][C:9]([OH:11])=[O:10])([C:5]([OH:7])=[O:6])[OH:4].P(=O)(O)(O)O. (5) Given the product [F:1][C:2]1[CH:8]=[C:7]([N:13]2[CH:14]=[CH:15][C:11]([CH3:10])=[N:12]2)[CH:6]=[CH:5][C:3]=1[NH2:4], predict the reactants needed to synthesize it. The reactants are: [F:1][C:2]1[CH:8]=[C:7](I)[CH:6]=[CH:5][C:3]=1[NH2:4].[CH3:10][C:11]1[CH:15]=[CH:14][NH:13][N:12]=1.C([O-])([O-])=O.[Cs+].[Cs+].N[C@@H]1CCCC[C@H]1N. (6) Given the product [CH3:12][C:13]([OH:14])([C:6]#[C:5][Si:1]([CH3:4])([CH3:3])[CH3:2])[CH3:15], predict the reactants needed to synthesize it. The reactants are: [Si:1]([C:5]#[CH:6])([CH3:4])([CH3:3])[CH3:2].[Li]CCCC.[CH3:12][C:13]([CH3:15])=[O:14].Cl.